Dataset: Reaction yield outcomes from USPTO patents with 853,638 reactions. Task: Predict the reaction yield, written as a fraction of the theoretical maximum amount of product (1.0 means a 100% yield; for example, 0.34 means a 34% yield). (1) The reactants are [N:1]1[C:10]2[C:5](=[CH:6][CH:7]=[CH:8][CH:9]=2)[CH:4]=[CH:3][C:2]=1[C:11]#[N:12].[NH2:13][OH:14].Cl.C([O-])([O-])=O.[K+].[K+]. The catalyst is CO. The product is [OH:14][NH:13][C:11]([C:2]1[CH:3]=[CH:4][C:5]2[C:10](=[CH:9][CH:8]=[CH:7][CH:6]=2)[N:1]=1)=[NH:12]. The yield is 0.850. (2) The reactants are [C:1]([N:4]1[CH2:13][CH2:12][C:11]2[C:6](=[CH:7][CH:8]=[C:9]([S:14](Cl)(=[O:16])=[O:15])[CH:10]=2)[CH:5]1[C:18]1[CH:23]=[CH:22][C:21]([C:24]2[CH:29]=[CH:28][CH:27]=[C:26]([F:30])[CH:25]=2)=[CH:20][C:19]=1[O:31][CH3:32])(=[O:3])[CH3:2].[F:33][C:34]1[C:39]([F:40])=[C:38]([F:41])[C:37]([F:42])=[C:36]([F:43])[C:35]=1[OH:44].CCOC(C)=O. The catalyst is C(Cl)Cl. The product is [C:1]([N:4]1[CH2:13][CH2:12][C:11]2[C:6](=[CH:7][CH:8]=[C:9]([S:14]([O:44][C:35]3[C:36]([F:43])=[C:37]([F:42])[C:38]([F:41])=[C:39]([F:40])[C:34]=3[F:33])(=[O:16])=[O:15])[CH:10]=2)[CH:5]1[C:18]1[CH:23]=[CH:22][C:21]([C:24]2[CH:29]=[CH:28][CH:27]=[C:26]([F:30])[CH:25]=2)=[CH:20][C:19]=1[O:31][CH3:32])(=[O:3])[CH3:2]. The yield is 0.480. (3) The reactants are [F:1][C:2]1[C:8]([F:9])=[C:7]([F:10])[C:6]([F:11])=[C:5]([F:12])[C:3]=1[NH2:4].[C:13]([NH:15][C:16]([NH2:18])=[NH:17])#[N:14].Cl.C([O-])(O)=O.[Na+]. The catalyst is C(#N)C.C(OCC)(=O)C. The product is [C:16]([NH:15][C:13]([NH:4][C:3]1[C:2]([F:1])=[C:8]([F:9])[C:7]([F:10])=[C:6]([F:11])[C:5]=1[F:12])=[NH:14])(=[NH:17])[NH2:18]. The yield is 0.332. (4) The reactants are Br[C:2]1[N:3]=[C:4]2[C:10]([C:11](=[O:16])[C:12]([CH3:15])([CH3:14])[CH3:13])=[CH:9][N:8](COCC[Si](C)(C)C)[C:5]2=[N:6][CH:7]=1.[CH3:25][NH:26][C:27](=[O:34])[C:28]1[CH:33]=[CH:32][CH:31]=[CH:30][CH:29]=1.C([O-])([O-])=O.[K+].[K+].CNCCNC. The catalyst is [Cu]I. The product is [CH3:15][C:12]([CH3:13])([CH3:14])[C:11]([C:10]1[C:4]2[C:5](=[N:6][CH:7]=[C:2]([N:26]([CH3:25])[C:27](=[O:34])[C:28]3[CH:33]=[CH:32][CH:31]=[CH:30][CH:29]=3)[N:3]=2)[NH:8][CH:9]=1)=[O:16]. The yield is 0.210. (5) The reactants are [Cl:1][C:2]1[CH:3]=[C:4]([S:8]([NH:11][C:12]2[CH:20]=[CH:19][C:15]([C:16]([OH:18])=[O:17])=[C:14]([OH:21])[CH:13]=2)(=[O:10])=[O:9])[S:5][C:6]=1[Cl:7].[CH3:22][O:23][CH2:24][C:25]1[CH:26]=[C:27]([CH:32]=[CH:33][CH:34]=1)[O:28][CH2:29][CH2:30]O. No catalyst specified. The product is [Cl:1][C:2]1[CH:3]=[C:4]([S:8]([NH:11][C:12]2[CH:20]=[CH:19][C:15]([C:16]([O:18][CH2:30][CH2:29][O:28][C:27]3[CH:32]=[CH:33][CH:34]=[C:25]([CH2:24][O:23][CH3:22])[CH:26]=3)=[O:17])=[C:14]([OH:21])[CH:13]=2)(=[O:9])=[O:10])[S:5][C:6]=1[Cl:7]. The yield is 0.660.